From a dataset of Forward reaction prediction with 1.9M reactions from USPTO patents (1976-2016). Predict the product of the given reaction. (1) Given the reactants [F:1][CH2:2][C:3](OC)=[O:4].O([Si](C)(C)C)[K].Cl.[O:14]1[C:18]2[CH:19]=[CH:20][CH:21]=[C:22]([CH:23]3[CH2:28][CH2:27][N:26]([CH2:29][CH2:30][C@H:31]4[CH2:36][CH2:35][C@H:34]([NH2:37])[CH2:33][CH2:32]4)[CH2:25][CH2:24]3)[C:17]=2[O:16][CH2:15]1.C(N(CC)C(C)C)(C)C.CN(C(ON1N=NC2C=CC=CC1=2)=[N+](C)C)C.[B-](F)(F)(F)F.C([O-])(O)=O.[Na+], predict the reaction product. The product is: [O:14]1[C:18]2[CH:19]=[CH:20][CH:21]=[C:22]([CH:23]3[CH2:28][CH2:27][N:26]([CH2:29][CH2:30][C@H:31]4[CH2:32][CH2:33][C@H:34]([NH:37][C:3](=[O:4])[CH2:2][F:1])[CH2:35][CH2:36]4)[CH2:25][CH2:24]3)[C:17]=2[O:16][CH2:15]1. (2) Given the reactants [CH2:1]([O:3][C:4]([C:6]1[S:7][CH:8]=[C:9]([C:11]2[CH:16]=[CH:15][CH:14]=[C:13]([C:17](Cl)=[O:18])[CH:12]=2)[N:10]=1)=[O:5])[CH3:2].Br[CH2:21][C:22]([C:24]1[CH:25]=[C:26]([CH:30]=[CH:31][CH:32]=1)[C:27]([OH:29])=[O:28])=O.C(OCC)(=S)C(N)=O, predict the reaction product. The product is: [CH2:1]([O:3][C:4]([C:6]1[S:7][CH:8]=[C:9]([C:11]2[CH:16]=[CH:15][CH:14]=[C:13]([C:17](=[O:18])[CH2:26][C:27]([OH:29])=[O:28])[CH:12]=2)[N:10]=1)=[O:5])[CH3:2].[CH2:1]([O:3][C:4]([C:6]1[S:7][CH:21]=[C:22]([C:24]2[CH:32]=[CH:31][CH:30]=[C:26]([C:27]([OH:29])=[O:28])[CH:25]=2)[N:10]=1)=[O:5])[CH3:2]. (3) Given the reactants [F:1][C:2]1[CH:7]=[CH:6][C:5]([C:8]2[NH:12][C:11]([C@@H:13]3[CH2:17][CH2:16][CH2:15][N:14]3[C:18]([C@:20]34[CH2:64][CH2:63][C@@H:62]([C:65]([CH3:67])=[CH2:66])[C@@H:21]3[C@@H:22]3[C@@:35]([CH3:38])([CH2:36][CH2:37]4)[C@@:34]4([CH3:39])[C@@H:25]([C@@:26]5([CH3:61])[C@H:31]([CH2:32][CH2:33]4)[C:30]([CH3:41])([CH3:40])[C@@H:29](C4(C([O-])=O)CC(C(OCC6C=CC=CC=6)=O)C4(C)C)[CH2:28][CH2:27]5)[CH2:24][CH2:23]3)=[O:19])=[N:10][CH:9]=2)=[CH:4][CH:3]=1.[CH:68]([O-:70])=[O:69].[NH4+].CC[O:74][C:75]([CH3:77])=[O:76].CO, predict the reaction product. The product is: [F:1][C:2]1[CH:7]=[CH:6][C:5]([C:8]2[NH:12][C:11]([C@@H:13]3[CH2:17][CH2:16][CH2:15][N:14]3[C:18]([C@:20]34[CH2:64][CH2:63][C@@H:62]([C:65]([CH3:67])=[CH2:66])[C@@H:21]3[C@@H:22]3[C@@:35]([CH3:38])([CH2:36][CH2:37]4)[C@@:34]4([CH3:39])[C@@H:25]([C@:26]5([CH3:61])[C@@H:31]([CH2:32][CH2:33]4)[C:30]([CH3:40])([CH3:41])[C@@H:29]([O:69][C:68]([CH:4]4[CH2:3][CH:77]([C:75]([OH:74])=[O:76])[C:5]4([CH3:8])[CH3:6])=[O:70])[CH2:28][CH2:27]5)[CH2:24][CH2:23]3)=[O:19])=[N:10][CH:9]=2)=[CH:4][CH:3]=1. (4) Given the reactants [F:1][C:2]1[CH:7]=[CH:6][C:5]([C:8]2[N:12]([CH:13]3[CH2:18][CH2:17][S:16][CH2:15][CH2:14]3)[N:11]=[C:10]([CH3:19])[CH:9]=2)=[CH:4][CH:3]=1.[Br:20]N1C(=O)CCC1=O, predict the reaction product. The product is: [Br:20][C:9]1[C:10]([CH3:19])=[N:11][N:12]([CH:13]2[CH2:14][CH2:15][S:16][CH2:17][CH2:18]2)[C:8]=1[C:5]1[CH:6]=[CH:7][C:2]([F:1])=[CH:3][CH:4]=1. (5) Given the reactants [C:1]([N:5]1[C:9]([CH2:10][CH2:11][CH:12]=O)=[CH:8][C:7]([CH2:14][CH2:15][CH3:16])=[N:6]1)([CH3:4])([CH3:3])[CH3:2].[Cl:17][C:18]1[CH:23]=[CH:22][C:21]([N:24]2[CH2:29][CH2:28][NH:27][CH2:26][CH2:25]2)=[CH:20][CH:19]=1.CCN(C(C)C)C(C)C.[BH-](OC(C)=O)(OC(C)=O)OC(C)=O.[Na+], predict the reaction product. The product is: [C:1]([N:5]1[C:9]([CH2:10][CH2:11][CH2:12][N:27]2[CH2:26][CH2:25][N:24]([C:21]3[CH:20]=[CH:19][C:18]([Cl:17])=[CH:23][CH:22]=3)[CH2:29][CH2:28]2)=[CH:8][C:7]([CH2:14][CH2:15][CH3:16])=[N:6]1)([CH3:4])([CH3:3])[CH3:2].